This data is from Full USPTO retrosynthesis dataset with 1.9M reactions from patents (1976-2016). The task is: Predict the reactants needed to synthesize the given product. (1) The reactants are: C(OC(=O)[N:7]([CH2:22][CH2:23][N:24]([CH:29]1[CH2:34][CH2:33][CH2:32][CH2:31][CH2:30]1)[C:25](=[O:28])[CH:26]=[CH2:27])[CH2:8][CH2:9][C:10]1[C:15]2[O:16][CH2:17][C:18](=[O:20])[NH:19][C:14]=2[C:13]([OH:21])=[CH:12][CH:11]=1)(C)(C)C.[Cl:36][C:37]1[CH:38]=[C:39]([CH2:44][NH2:45])[CH:40]=[CH:41][C:42]=1[Cl:43].FC(F)(F)C(O)=O. Given the product [CH:29]1([N:24]([CH2:23][CH2:22][NH:7][CH2:8][CH2:9][C:10]2[C:15]3[O:16][CH2:17][C:18](=[O:20])[NH:19][C:14]=3[C:13]([OH:21])=[CH:12][CH:11]=2)[C:25](=[O:28])[CH2:26][CH2:27][NH:45][CH2:44][C:39]2[CH:40]=[CH:41][C:42]([Cl:43])=[C:37]([Cl:36])[CH:38]=2)[CH2:30][CH2:31][CH2:32][CH2:33][CH2:34]1, predict the reactants needed to synthesize it. (2) Given the product [CH2:1]([O:3][C:4](=[O:17])[C:5]([CH3:16])([CH3:15])[C:6]([C:8]1[CH:9]=[CH:10][C:11]([O:14][CH2:19][C:20]2[C:29]3[C:24](=[CH:25][CH:26]=[CH:27][CH:28]=3)[N:23]=[C:22]([CH3:30])[CH:21]=2)=[CH:12][CH:13]=1)=[O:7])[CH3:2], predict the reactants needed to synthesize it. The reactants are: [CH2:1]([O:3][C:4](=[O:17])[C:5]([CH3:16])([CH3:15])[C:6]([C:8]1[CH:13]=[CH:12][C:11]([OH:14])=[CH:10][CH:9]=1)=[O:7])[CH3:2].Cl[CH2:19][C:20]1[C:29]2[C:24](=[CH:25][CH:26]=[CH:27][CH:28]=2)[N:23]=[C:22]([CH3:30])[CH:21]=1.C(=O)([O-])[O-].[Cs+].[Cs+]. (3) Given the product [C:1]([C:5]1[N:10]=[C:9]2[N:11]([CH2:14][C:15]3[CH:20]=[CH:19][CH:18]=[CH:17][C:16]=3[C:21]([F:24])([F:23])[F:22])[N:12]=[CH:13][C:8]2=[C:7]([N:26]2[CH2:30][CH2:29][C@H:28]([OH:31])[CH2:27]2)[N:6]=1)([CH3:4])([CH3:3])[CH3:2], predict the reactants needed to synthesize it. The reactants are: [C:1]([C:5]1[N:10]=[C:9]2[N:11]([CH2:14][C:15]3[CH:20]=[CH:19][CH:18]=[CH:17][C:16]=3[C:21]([F:24])([F:23])[F:22])[N:12]=[CH:13][C:8]2=[C:7](Cl)[N:6]=1)([CH3:4])([CH3:3])[CH3:2].[NH:26]1[CH2:30][CH2:29][C@H:28]([OH:31])[CH2:27]1. (4) Given the product [NH:15]1[CH:16]=[CH:17][C:13]([NH:12][C:4]2[N:3]=[C:2]([C:22]3[CH:23]=[CH:24][CH:25]=[C:20]([C:19]([F:30])([F:29])[F:18])[CH:21]=3)[C:11]3[C:6]([CH:5]=2)=[CH:7][CH:8]=[CH:9][CH:10]=3)=[N:14]1, predict the reactants needed to synthesize it. The reactants are: Cl[C:2]1[C:11]2[C:6](=[CH:7][CH:8]=[CH:9][CH:10]=2)[CH:5]=[C:4]([NH:12][C:13]2[CH:17]=[CH:16][NH:15][N:14]=2)[N:3]=1.[F:18][C:19]([F:30])([F:29])[C:20]1[CH:25]=[CH:24][C:23](B(O)O)=[CH:22][CH:21]=1. (5) Given the product [Cl:1][C:2]1[N:7]=[CH:6][C:5]2[NH:8][C:9]([S:11][CH3:15])=[N:10][C:4]=2[CH:3]=1, predict the reactants needed to synthesize it. The reactants are: [Cl:1][C:2]1[N:7]=[CH:6][C:5]2[NH:8][C:9](=[S:11])[NH:10][C:4]=2[CH:3]=1.[OH-].[K+].I[CH3:15]. (6) Given the product [CH3:22][O:23][C:24]1[CH:29]=[CH:28][C:27]([C:30]2[N:31]=[C:32]([CH:43]3[CH2:48][CH2:47][N:46]([C:4](=[O:7])[NH:19][OH:20])[CH2:45][CH2:44]3)[O:33][C:34]=2[C:35]2[CH:40]=[CH:39][C:38]([O:41][CH3:42])=[CH:37][CH:36]=2)=[CH:26][CH:25]=1, predict the reactants needed to synthesize it. The reactants are: Cl.NO.[C:4](=[O:7])(O)[O-].[Na+].ClC(OC1C=CC([N+:19]([O-])=[O:20])=CC=1)=O.[CH3:22][O:23][C:24]1[CH:29]=[CH:28][C:27]([C:30]2[N:31]=[C:32]([CH:43]3[CH2:48][CH2:47][NH:46][CH2:45][CH2:44]3)[O:33][C:34]=2[C:35]2[CH:40]=[CH:39][C:38]([O:41][CH3:42])=[CH:37][CH:36]=2)=[CH:26][CH:25]=1.C(N(CC)CC)C. (7) Given the product [Cl:22][C:17]1[CH:18]=[CH:19][CH:20]=[CH:21][C:16]=1[S:15][C:4]1[CH:3]=[C:2]([OH:25])[CH:7]=[N:6][C:5]=1[NH:8][C:9]1[S:10][CH:11]=[C:12]([CH3:14])[N:13]=1, predict the reactants needed to synthesize it. The reactants are: Br[C:2]1[CH:3]=[C:4]([S:15][C:16]2[CH:21]=[CH:20][CH:19]=[CH:18][C:17]=2[Cl:22])[C:5]([NH:8][C:9]2[S:10][CH:11]=[C:12]([CH3:14])[N:13]=2)=[N:6][CH:7]=1.CC1(C)C(C)(C)OB(B2OC(C)(C)C(C)(C)O2)[O:25]1.C1(P(C2CCCC2)C2CCCC2)CCCC1.[F-].[Cs+]. (8) Given the product [C:24]1([CH:17]([C:11]2[CH:12]=[CH:13][CH:14]=[CH:15][CH:16]=2)[CH2:18][CH2:19][OH:20])[CH:25]=[CH:26][CH:27]=[CH:28][CH:29]=1, predict the reactants needed to synthesize it. The reactants are: [H-].C([Al+]CC(C)C)C(C)C.[C:11]1([CH:17]([C:24]2[CH:29]=[CH:28][CH:27]=[CH:26][CH:25]=2)[CH2:18][C:19](OCC)=[O:20])[CH:16]=[CH:15][CH:14]=[CH:13][CH:12]=1.CO.O.